From a dataset of Reaction yield outcomes from USPTO patents with 853,638 reactions. Predict the reaction yield, written as a fraction of the theoretical maximum amount of product (1.0 means a 100% yield; for example, 0.34 means a 34% yield). The reactants are [Cl:1][C:2]1[C:3]2[C:10](I)=[CH:9][N:8]([CH2:12][O:13][CH2:14][CH2:15][Si:16]([CH3:19])([CH3:18])[CH3:17])[C:4]=2[N:5]=[CH:6][N:7]=1.[C:20]([C:22]1[CH:27]=[CH:26][CH:25]=[CH:24][CH:23]=1)#[CH:21].C(=O)(O)[O-].[Na+]. The catalyst is O1CCCC1.C(N(CC)CC)C.Cl[Pd](Cl)([P](C1C=CC=CC=1)(C1C=CC=CC=1)C1C=CC=CC=1)[P](C1C=CC=CC=1)(C1C=CC=CC=1)C1C=CC=CC=1.[Cu]I. The product is [Cl:1][C:2]1[C:3]2[C:10]([C:21]#[C:20][C:22]3[CH:27]=[CH:26][CH:25]=[CH:24][CH:23]=3)=[CH:9][N:8]([CH2:12][O:13][CH2:14][CH2:15][Si:16]([CH3:19])([CH3:18])[CH3:17])[C:4]=2[N:5]=[CH:6][N:7]=1. The yield is 0.950.